The task is: Regression. Given two drug SMILES strings and cell line genomic features, predict the synergy score measuring deviation from expected non-interaction effect.. This data is from NCI-60 drug combinations with 297,098 pairs across 59 cell lines. (1) Drug 1: C1=NC2=C(N=C(N=C2N1C3C(C(C(O3)CO)O)O)F)N. Drug 2: C1=NC(=NC(=O)N1C2C(C(C(O2)CO)O)O)N. Cell line: T-47D. Synergy scores: CSS=6.62, Synergy_ZIP=-2.15, Synergy_Bliss=-2.59, Synergy_Loewe=-0.0588, Synergy_HSA=-0.277. (2) Drug 1: CC1C(C(CC(O1)OC2CC(CC3=C2C(=C4C(=C3O)C(=O)C5=C(C4=O)C(=CC=C5)OC)O)(C(=O)CO)O)N)O.Cl. Drug 2: CCC1(CC2CC(C3=C(CCN(C2)C1)C4=CC=CC=C4N3)(C5=C(C=C6C(=C5)C78CCN9C7C(C=CC9)(C(C(C8N6C)(C(=O)OC)O)OC(=O)C)CC)OC)C(=O)OC)O.OS(=O)(=O)O. Cell line: DU-145. Synergy scores: CSS=27.4, Synergy_ZIP=0.423, Synergy_Bliss=0.790, Synergy_Loewe=-2.15, Synergy_HSA=0.215.